Predict the product of the given reaction. From a dataset of Forward reaction prediction with 1.9M reactions from USPTO patents (1976-2016). Given the reactants [F:1][C:2]1[C:3]([C:24]2[CH2:29][CH2:28][CH2:27][C:26](=O)[CH:25]=2)=[N:4][C:5]([NH:11][C:12]2[CH:17]=[CH:16][C:15]([N:18]3[CH2:23][CH2:22][O:21][CH2:20][CH2:19]3)=[CH:14][CH:13]=2)=[C:6]([CH:10]=1)[C:7]([NH2:9])=[O:8].C([O-])(=O)C.[NH4+:35].[BH4-].[Na+].CO, predict the reaction product. The product is: [NH2:35][CH:26]1[CH2:27][CH2:28][CH2:29][C:24]([C:3]2[C:2]([F:1])=[CH:10][C:6]([C:7]([NH2:9])=[O:8])=[C:5]([NH:11][C:12]3[CH:17]=[CH:16][C:15]([N:18]4[CH2:23][CH2:22][O:21][CH2:20][CH2:19]4)=[CH:14][CH:13]=3)[N:4]=2)=[CH:25]1.